From a dataset of NCI-60 drug combinations with 297,098 pairs across 59 cell lines. Regression. Given two drug SMILES strings and cell line genomic features, predict the synergy score measuring deviation from expected non-interaction effect. (1) Drug 1: CCCS(=O)(=O)NC1=C(C(=C(C=C1)F)C(=O)C2=CNC3=C2C=C(C=N3)C4=CC=C(C=C4)Cl)F. Drug 2: CCN(CC)CCCC(C)NC1=C2C=C(C=CC2=NC3=C1C=CC(=C3)Cl)OC. Cell line: TK-10. Synergy scores: CSS=29.7, Synergy_ZIP=-0.976, Synergy_Bliss=9.90, Synergy_Loewe=10.1, Synergy_HSA=11.0. (2) Drug 1: CC1C(C(CC(O1)OC2CC(CC3=C2C(=C4C(=C3O)C(=O)C5=C(C4=O)C(=CC=C5)OC)O)(C(=O)CO)O)N)O.Cl. Drug 2: CC1=CC2C(CCC3(C2CCC3(C(=O)C)OC(=O)C)C)C4(C1=CC(=O)CC4)C. Cell line: OVCAR-5. Synergy scores: CSS=2.48, Synergy_ZIP=-1.13, Synergy_Bliss=-0.658, Synergy_Loewe=0.922, Synergy_HSA=0.0200. (3) Drug 1: CC1=C(C=C(C=C1)NC2=NC=CC(=N2)N(C)C3=CC4=NN(C(=C4C=C3)C)C)S(=O)(=O)N.Cl. Drug 2: CN(CC1=CN=C2C(=N1)C(=NC(=N2)N)N)C3=CC=C(C=C3)C(=O)NC(CCC(=O)O)C(=O)O. Cell line: NCI-H226. Synergy scores: CSS=19.2, Synergy_ZIP=-0.429, Synergy_Bliss=2.27, Synergy_Loewe=2.93, Synergy_HSA=3.43.